From a dataset of Full USPTO retrosynthesis dataset with 1.9M reactions from patents (1976-2016). Predict the reactants needed to synthesize the given product. (1) Given the product [OH:22][C@@H:18]1[CH:17]2[CH:8]([CH2:9][CH2:10][C:11]3[C@:16]2([CH3:23])[CH2:15][CH2:14][C:13](=[O:24])[CH:12]=3)[CH:7]2[C@@:20]([CH3:21])([C@@H:4]([C:1]([OH:3])([CH3:25])[CH3:2])[CH2:5][CH2:6]2)[CH2:19]1, predict the reactants needed to synthesize it. The reactants are: [C:1]([C@@H:4]1[C@:20]2([CH3:21])[CH:7]([CH:8]3[CH:17]([C:18](=[O:22])[CH2:19]2)[C@:16]2([CH3:23])[C:11](=[CH:12][C:13](=[O:24])[CH2:14][CH2:15]2)[CH2:10][CH2:9]3)[CH2:6][CH2:5]1)(=[O:3])[CH3:2].[CH2:25](O)C.C1COCC1.[BH4-].[Na+]. (2) Given the product [CH3:1][O:2][C:3]1[CH:12]=[C:11]2[C:6]([CH2:7][CH2:8][C:9]([CH3:18])([C:14]([O:16][CH3:17])=[O:15])[CH2:10]2)=[CH:5][CH:4]=1, predict the reactants needed to synthesize it. The reactants are: [CH3:1][O:2][C:3]1[CH:12]=[C:11]2[C:6]([CH2:7][CH2:8][C:9]([CH3:18])([C:14]([O:16][CH3:17])=[O:15])[C:10]2=O)=[CH:5][CH:4]=1.C([SiH](CC)CC)C. (3) Given the product [CH3:1][O:2][C:3]1[C:11]2[C:6](=[CH:7][C:8]([CH:12]([C:18]3[CH:23]=[CH:22][CH:21]=[CH:20][N:19]=3)[CH2:13][CH2:14][NH:16][CH3:17])=[CH:9][CH:10]=2)[NH:5][N:4]=1, predict the reactants needed to synthesize it. The reactants are: [CH3:1][O:2][C:3]1[C:11]2[C:6](=[CH:7][C:8]([C:12]([C:18]3[CH:23]=[CH:22][CH:21]=[CH:20][N:19]=3)=[CH:13][C:14]([NH:16][CH3:17])=O)=[CH:9][CH:10]=2)[NH:5][N:4]=1.N1C2C(=CC=CC=2C(C2C=CC=CC=2)CCNC)C=C1. (4) Given the product [S:24]1[CH:25]=[CH:26][CH:27]=[C:23]1[C:20]1[S:19][C:18]([C:16]2[CH:15]=[CH:14][N:13]=[C:12]([NH:11][CH2:10][CH2:9][NH:8][CH:2]([CH3:7])[C:3]([O:5][CH3:6])=[O:4])[N:17]=2)=[CH:22][CH:21]=1, predict the reactants needed to synthesize it. The reactants are: Br[CH:2]([CH3:7])[C:3]([O:5][CH3:6])=[O:4].[NH2:8][CH2:9][CH2:10][NH:11][C:12]1[N:17]=[C:16]([C:18]2[S:19][C:20]([C:23]3[S:24][CH:25]=[CH:26][CH:27]=3)=[CH:21][CH:22]=2)[CH:15]=[CH:14][N:13]=1.C(N(CC)C(C)C)(C)C.O. (5) Given the product [CH2:10]([O:12][C:13]([C:15]1[NH:16][C:17]2[C:22]([CH:23]=1)=[CH:21][C:20]([NH:24][C:2]1[N:7]=[C:6]([NH:24][C:20]3[CH:21]=[C:22]4[C:17](=[CH:18][CH:19]=3)[NH:16][C:15]([C:13]([O:12][CH2:10][CH3:11])=[O:14])=[CH:23]4)[C:5]([F:9])=[CH:4][N:3]=1)=[CH:19][CH:18]=2)=[O:14])[CH3:11], predict the reactants needed to synthesize it. The reactants are: Cl[C:2]1[N:7]=[C:6](Cl)[C:5]([F:9])=[CH:4][N:3]=1.[CH2:10]([O:12][C:13]([C:15]1[NH:16][C:17]2[C:22]([CH:23]=1)=[CH:21][C:20]([NH2:24])=[CH:19][CH:18]=2)=[O:14])[CH3:11]. (6) The reactants are: Cl.[NH:2]1[CH2:5][CH:4]([C:6]([O:8][CH3:9])=[O:7])[CH2:3]1.C(=O)([O-])O.[Na+].[C:15](O[C:15]([O:17][C:18]([CH3:21])([CH3:20])[CH3:19])=[O:16])([O:17][C:18]([CH3:21])([CH3:20])[CH3:19])=[O:16]. Given the product [C:18]([O:17][C:15]([N:2]1[CH2:5][CH:4]([C:6]([O:8][CH3:9])=[O:7])[CH2:3]1)=[O:16])([CH3:21])([CH3:20])[CH3:19], predict the reactants needed to synthesize it.